Dataset: Retrosynthesis with 50K atom-mapped reactions and 10 reaction types from USPTO. Task: Predict the reactants needed to synthesize the given product. (1) Given the product COc1cc(F)cc(C#N)c1, predict the reactants needed to synthesize it. The reactants are: CN(C)C=O.N#Cc1cc(F)cc(F)c1. (2) Given the product O=C(C1CN(S(=O)(=O)c2ccccc2C(F)(F)F)C(=O)N1c1ccccc1)N1CCN(c2ncc(C(F)(F)F)cc2Cl)CC1, predict the reactants needed to synthesize it. The reactants are: FC(F)(F)c1cnc(N2CCNCC2)c(Cl)c1.O=C(O)C1CN(S(=O)(=O)c2ccccc2C(F)(F)F)C(=O)N1c1ccccc1. (3) Given the product CC(C)(C)OC(=O)N1CCC(c2ccc(Nc3ncc(C(F)(F)F)c(C#Cc4ccccc4C4(C(N)=O)CC4)n3)cn2)CC1, predict the reactants needed to synthesize it. The reactants are: C#Cc1ccccc1C1(C(N)=O)CC1.CC(C)(C)OC(=O)N1CCC(c2ccc(Nc3ncc(C(F)(F)F)c(Cl)n3)cn2)CC1. (4) Given the product CCOC(=O)C(=O)Cc1ccccc1, predict the reactants needed to synthesize it. The reactants are: CCOC(=O)C(=O)Cc1ccccc1F. (5) Given the product CN1CCN(c2ccccc2-c2ccc(C=O)cc2)CC1, predict the reactants needed to synthesize it. The reactants are: CN1CCN(c2ccccc2Br)CC1.O=Cc1ccc(B(O)O)cc1. (6) Given the product CCCc1nc(NC(C)=O)cc(N)c1C#N, predict the reactants needed to synthesize it. The reactants are: CC(=O)Nc1cc(N)c(C#N)c(Br)n1.CCC[Zn+].